From a dataset of Catalyst prediction with 721,799 reactions and 888 catalyst types from USPTO. Predict which catalyst facilitates the given reaction. (1) Reactant: [Br:1][C:2]1[C:20]([CH3:21])=[C:19]([N+:22]([O-:24])=[O:23])[CH:18]=[C:17]([Br:25])[C:3]=1[O:4][C:5]1[CH:6]=[C:7]([CH:14]([CH3:16])[CH3:15])[C:8]([OH:13])=[C:9]([CH:12]=1)[CH:10]=[O:11].[BH4-].[Na+]. Product: [Br:1][C:2]1[C:20]([CH3:21])=[C:19]([N+:22]([O-:24])=[O:23])[CH:18]=[C:17]([Br:25])[C:3]=1[O:4][C:5]1[CH:6]=[C:7]([CH:14]([CH3:16])[CH3:15])[C:8]([OH:13])=[C:9]([CH2:10][OH:11])[CH:12]=1. The catalyst class is: 301. (2) Reactant: [CH2:1]([NH:3][C:4](=[O:28])[NH:5][C:6]1[N:11]=[CH:10][C:9]([C:12]2[S:13][C:14]([C:23]([O:25]CC)=[O:24])=[C:15]([C:17](=[O:22])[NH:18][CH2:19][CH2:20][CH3:21])[N:16]=2)=[CH:8][CH:7]=1)[CH3:2].[OH-].[Li+]. Product: [CH2:1]([NH:3][C:4](=[O:28])[NH:5][C:6]1[N:11]=[CH:10][C:9]([C:12]2[S:13][C:14]([C:23]([OH:25])=[O:24])=[C:15]([C:17](=[O:22])[NH:18][CH2:19][CH2:20][CH3:21])[N:16]=2)=[CH:8][CH:7]=1)[CH3:2]. The catalyst class is: 5. (3) Reactant: C(OC([N:8]1[CH2:13][CH2:12][N:11]([C:14]2[CH:19]=[CH:18][C:17]([C:20]3[CH:21]=[N:22][CH:23]=[CH:24][CH:25]=3)=[CH:16][CH:15]=2)[CH2:10][CH2:9]1)=O)(C)(C)C. Product: [N:22]1[CH:23]=[CH:24][CH:25]=[C:20]([C:17]2[CH:16]=[CH:15][C:14]([N:11]3[CH2:12][CH2:13][NH:8][CH2:9][CH2:10]3)=[CH:19][CH:18]=2)[CH:21]=1. The catalyst class is: 295. (4) Reactant: [OH-].[Na+].Cl.[NH2:4][CH2:5][C:6]([O:8][CH2:9][CH3:10])=[O:7].[C:11]([O:15][CH2:16][CH3:17])(=[O:14])[CH:12]=[CH2:13]. Product: [CH2:5]([C:6]([O:8][CH2:9][CH3:10])=[O:7])[NH:4][CH2:13][CH2:12][C:11]([O:15][CH2:16][CH3:17])=[O:14]. The catalyst class is: 6. (5) Reactant: [NH2:1][CH:2]1[CH2:11][C:10]2[C:5](=[CH:6][CH:7]=[CH:8][CH:9]=2)[NH:4][C:3]1=[O:12].CCN(C(C)C)C(C)C.[C:22]([O:26][C:27](=[O:49])[NH:28][C@H:29]([CH2:41][C:42]1[CH:47]=[CH:46][CH:45]=[CH:44][C:43]=1[F:48])[CH2:30][C:31](ON1C(=O)CCC1=O)=[O:32])([CH3:25])([CH3:24])[CH3:23].O. Product: [C:22]([O:26][C:27](=[O:49])[NH:28][C@H:29]([CH2:41][C:42]1[CH:47]=[CH:46][CH:45]=[CH:44][C:43]=1[F:48])[CH2:30][C:31](=[O:32])[NH:1][CH:2]1[CH2:11][C:10]2[C:5](=[CH:6][CH:7]=[CH:8][CH:9]=2)[NH:4][C:3]1=[O:12])([CH3:25])([CH3:23])[CH3:24]. The catalyst class is: 2. (6) Reactant: [CH2:1]([OH:4])[CH2:2]O.C([N:7](CC)CC)C.C1C(CC2C=CC([N:25]=[C:26]=[O:27])=CC=2)=CC=C([N:28]=[C:29]=[O:30])C=1.C(O)C. Product: [NH2:25][C:26]([O:4][CH2:1][CH3:2])=[O:27].[NH2:7][C:29]([NH2:28])=[O:30]. The catalyst class is: 60. (7) Reactant: [CH2:1]([N:8](C)[CH:9]1[CH:14]2[CH2:15][CH2:16][CH:10]1[CH2:11][N:12]([CH2:17][C@H:18]([NH:29][C:30](=[O:36])[O:31][C:32]([CH3:35])([CH3:34])[CH3:33])[CH2:19][O:20][C:21]1[CH:26]=[CH:25][C:24]([C:27]#[N:28])=[CH:23][CH:22]=1)[CH2:13]2)C1C=CC=CC=1.Cl. Product: [C:27]([C:24]1[CH:23]=[CH:22][C:21]([O:20][CH2:19][C@@H:18]([NH:29][C:30](=[O:36])[O:31][C:32]([CH3:35])([CH3:33])[CH3:34])[CH2:17][N:12]2[CH2:13][CH:14]3[CH:9]([NH:8][CH3:1])[CH:10]([CH2:16][CH2:15]3)[CH2:11]2)=[CH:26][CH:25]=1)#[N:28]. The catalyst class is: 43. (8) Reactant: [CH2:1]([O:3][C:4]([C:6]1[S:7][C:8](Br)=[C:9]([CH3:11])[N:10]=1)=[O:5])[CH3:2].[C:13]1(B(O)O)[C:22]2[C:17](=[CH:18][CH:19]=[CH:20][CH:21]=2)[CH:16]=[CH:15][CH:14]=1.C(=O)([O-])[O-].[Cs+].[Cs+]. Product: [CH2:1]([O:3][C:4]([C:6]1[S:7][C:8]([C:21]2[C:22]3[C:17](=[CH:16][CH:15]=[CH:14][CH:13]=3)[CH:18]=[CH:19][CH:20]=2)=[C:9]([CH3:11])[N:10]=1)=[O:5])[CH3:2]. The catalyst class is: 77.